This data is from Catalyst prediction with 721,799 reactions and 888 catalyst types from USPTO. The task is: Predict which catalyst facilitates the given reaction. (1) Product: [CH3:1][C:2]1[N:7]=[C:6]2[S:8][C:9]3[CH2:14][CH2:13][CH2:12][CH2:11][C:10]=3[C:5]2=[C:4]([C:15]2[CH:23]=[CH:22][C:18]3[O:19][CH2:20][O:21][C:17]=3[CH:16]=2)[C:3]=1[CH:24]([CH2:29][CH2:30][CH3:31])[C:25]([OH:27])=[O:26]. Reactant: [CH3:1][C:2]1[N:7]=[C:6]2[S:8][C:9]3[CH2:14][CH2:13][CH2:12][CH2:11][C:10]=3[C:5]2=[C:4]([C:15]2[CH:23]=[CH:22][C:18]3[O:19][CH2:20][O:21][C:17]=3[CH:16]=2)[C:3]=1[CH:24]([CH2:29][CH2:30][CH3:31])[C:25]([O:27]C)=[O:26].[OH-].[Na+]. The catalyst class is: 5. (2) Reactant: [OH:1][C:2]1[C:11]([I:12])=[CH:10][CH:9]=[C:8]2[C:3]=1[CH2:4][CH2:5][CH2:6][C:7]2=[O:13].Cl[CH2:15][C:16]1[CH:21]=[CH:20][C:19]([O:22][CH3:23])=[CH:18][CH:17]=1.C(=O)([O-])[O-].[K+].[K+]. Product: [I:12][C:11]1[C:2]([O:1][CH2:15][C:16]2[CH:21]=[CH:20][C:19]([O:22][CH3:23])=[CH:18][CH:17]=2)=[C:3]2[C:8](=[CH:9][CH:10]=1)[C:7](=[O:13])[CH2:6][CH2:5][CH2:4]2. The catalyst class is: 21. (3) Reactant: [F:1][C:2]1[C:11]2[C:6](=[CH:7][CH:8]=[C:9]([CH2:12][CH2:13][CH2:14][C:15]([CH3:19])([CH3:18])[CH2:16][OH:17])[CH:10]=2)[CH:5]=[C:4]([OH:20])[C:3]=1[N:21]1[S:25](=[O:27])(=[O:26])[NH:24][C:23](=[O:28])[CH2:22]1.C(N(CC)CC)C.O.Cl. Product: [F:1][C:2]1[C:11]2[C:6](=[CH:7][CH:8]=[C:9]([CH2:12][CH2:13][CH2:14][C:15]([CH:16]=[O:17])([CH3:19])[CH3:18])[CH:10]=2)[CH:5]=[C:4]([OH:20])[C:3]=1[N:21]1[S:25](=[O:26])(=[O:27])[NH:24][C:23](=[O:28])[CH2:22]1. The catalyst class is: 16. (4) Reactant: [CH3:1][C:2]1[CH:7]=[C:6]([O:8][CH2:9][CH2:10][N:11]2[CH2:15][CH2:14][CH2:13][C:12]2=[O:16])[CH:5]=[C:4]([CH3:17])[C:3]=1[C:18]1[CH:23]=[CH:22][CH:21]=[C:20]([CH2:24][NH:25][C:26]2[CH:31]=[CH:30][C:29]([CH2:32][CH2:33][C:34]([O:36]C(C)(C)C)=[O:35])=[C:28]([F:41])[CH:27]=2)[CH:19]=1.FC(F)(F)C(O)=O.[CH3:49][S:50]([OH:53])(=[O:52])=[O:51]. Product: [CH3:49][S:50]([OH:53])(=[O:52])=[O:51].[CH3:17][C:4]1[CH:5]=[C:6]([O:8][CH2:9][CH2:10][N:11]2[CH2:15][CH2:14][CH2:13][C:12]2=[O:16])[CH:7]=[C:2]([CH3:1])[C:3]=1[C:18]1[CH:23]=[CH:22][CH:21]=[C:20]([CH2:24][NH:25][C:26]2[CH:31]=[CH:30][C:29]([CH2:32][CH2:33][C:34]([OH:36])=[O:35])=[C:28]([F:41])[CH:27]=2)[CH:19]=1. The catalyst class is: 133. (5) Reactant: CN(C)S([N:6]1[C:10]([CH2:11][C:12]2[CH:21]=[CH:20][C:15]3[O:16][CH2:17][CH2:18][O:19][C:14]=3[CH:13]=2)=[C:9](C)[N:8]=[CH:7]1)(=O)=O.Cl.[C:25](=O)(O)[O-].[Na+]. Product: [O:16]1[C:15]2[CH:20]=[CH:21][C:12]([CH2:11][C@@:10]3([CH3:25])[CH2:9][NH:8][CH:7]=[N:6]3)=[CH:13][C:14]=2[O:19][CH2:18][CH2:17]1. The catalyst class is: 13. (6) Reactant: [S:1]([NH:5][C:6]1[CH:13]=[CH:12][CH:11]=[C:10]([S:14][CH3:15])[C:7]=1[C:8]#[N:9])(=[O:4])(=[O:3])[NH2:2].C1C=C(Cl)C=C(C(OO)=[O:24])C=1. The catalyst class is: 4. Product: [S:1]([NH:5][C:6]1[CH:13]=[CH:12][CH:11]=[C:10]([S:14]([CH3:15])=[O:24])[C:7]=1[C:8]#[N:9])(=[O:3])(=[O:4])[NH2:2]. (7) Reactant: [C:1]([OH:7])(=[O:6])[CH2:2][C:3]([OH:5])=[O:4].[C:8]1(O)[CH:13]=[CH:12][CH:11]=[CH:10][CH:9]=1.P(Cl)(Cl)(Cl)=O. Product: [C:1]([O:7][C:8]1[CH:13]=[CH:12][CH:11]=[CH:10][CH:9]=1)(=[O:6])[CH2:2][C:3]([O:5][C:8]1[CH:13]=[CH:12][CH:11]=[CH:10][CH:9]=1)=[O:4]. The catalyst class is: 6. (8) Reactant: [Cl:1][C:2]1[CH:3]=[N:4][CH:5]=[C:6]([OH:8])[CH:7]=1.CN(C=O)C.C(O[K])(C)(C)C.[CH3:20][O:21][CH2:22]Cl. Product: [Cl:1][C:2]1[CH:3]=[N:4][CH:5]=[C:6]([O:8][CH2:20][O:21][CH3:22])[CH:7]=1. The catalyst class is: 20. (9) The catalyst class is: 242. Product: [CH:3]1[C:15]2[CH2:14][C:13]3[C:8](=[CH:9][CH:10]=[C:11]([C:16]4[S:20][C:19]([NH:21][C:22](=[O:23])[CH2:24][CH2:25][CH2:26][OH:27])=[N:18][CH:17]=4)[CH:12]=3)[C:7]=2[CH:6]=[CH:5][CH:4]=1. Reactant: [Li+].[Cl-].[CH:3]1[C:15]2[CH2:14][C:13]3[C:8](=[CH:9][CH:10]=[C:11]([C:16]4[S:20][C:19]([NH:21][C:22]([CH2:24][CH2:25][C:26]([O-])=[O:27])=[O:23])=[N:18][CH:17]=4)[CH:12]=3)[C:7]=2[CH:6]=[CH:5][CH:4]=1.[BH4-].[Na+]. (10) Reactant: [Al+3].[Cl-].[Cl-].[Cl-].COC1C=CC(C[N:12]2[C:17]3[NH:18][N:19]=[C:20]([NH:21][C:22]4[CH:27]=[CH:26][CH:25]=[CH:24][CH:23]=4)[C:16]=3[C:15](=[O:28])[N:14]([CH3:29])[C:13]2=[O:30])=CC=1.C1(OC)C=CC=CC=1. Product: [CH3:29][N:14]1[C:15](=[O:28])[C:16]2[C:20]([NH:21][C:22]3[CH:27]=[CH:26][CH:25]=[CH:24][CH:23]=3)=[N:19][NH:18][C:17]=2[NH:12][C:13]1=[O:30]. The catalyst class is: 26.